Task: Predict which catalyst facilitates the given reaction.. Dataset: Catalyst prediction with 721,799 reactions and 888 catalyst types from USPTO (1) Product: [Cl:1][C:2]1[CH:3]=[CH:4][C:5]([CH:27]=[O:28])=[C:6]2[C:10]=1[N:9]=[C:8]1[N:11]([C:15]3[C:16]([C:23]([F:25])([F:24])[F:26])=[N:17][C:18]([O:21][CH3:22])=[CH:19][CH:20]=3)[CH2:12][CH2:13][CH2:14][N:7]21. The catalyst class is: 15. Reactant: [Cl:1][C:2]1[C:10]2[N:9]=[C:8]3[N:11]([C:15]4[C:16]([C:23]([F:26])([F:25])[F:24])=[N:17][C:18]([O:21][CH3:22])=[CH:19][CH:20]=4)[CH2:12][CH2:13][CH2:14][N:7]3[C:6]=2[C:5]([CH2:27][OH:28])=[CH:4][CH:3]=1.CC1(C)N([O])C(C)(C)CCC1.[N+]([O-])([O-])=O.[Na+].O. (2) Product: [C:1]([O:5][C:6](=[O:22])[NH:7][CH2:8][C:9]1[CH:14]=[C:13]([CH:15]=[CH2:16])[C:12]([NH:17][S:24]([CH3:23])(=[O:26])=[O:25])=[C:11]([C:18]([F:20])([F:21])[F:19])[CH:10]=1)([CH3:2])([CH3:3])[CH3:4]. Reactant: [C:1]([O:5][C:6](=[O:22])[NH:7][CH2:8][C:9]1[CH:14]=[C:13]([CH:15]=[CH2:16])[C:12]([NH2:17])=[C:11]([C:18]([F:21])([F:20])[F:19])[CH:10]=1)([CH3:4])([CH3:3])[CH3:2].[CH3:23][S:24](Cl)(=[O:26])=[O:25].C(N(CC)CC)C. The catalyst class is: 2. (3) Reactant: [NH2:1][C:2]1[N:7]=[CH:6][N:5]=[C:4]2[N:8]([CH:32]3[CH2:37][CH2:36][N:35]([CH2:38][CH:39]([F:41])[F:40])[CH2:34][CH2:33]3)[N:9]=[C:10]([C:11]3[CH:16]=[CH:15][C:14]([NH:17][C:18]([C:20]4[N:21]([CH3:29])[C:22]5[C:27]([CH:28]=4)=[CH:26][CH:25]=[CH:24][CH:23]=5)=[O:19])=[C:13]([O:30][CH3:31])[CH:12]=3)[C:3]=12.[C:42]([OH:49])(=[O:48])/[CH:43]=[CH:44]\[C:45]([OH:47])=[O:46]. Product: [C:42]([OH:49])(=[O:48])/[CH:43]=[CH:44]\[C:45]([OH:47])=[O:46].[C:42]([OH:49])(=[O:48])/[CH:43]=[CH:44]\[C:45]([OH:47])=[O:46].[NH2:1][C:2]1[N:7]=[CH:6][N:5]=[C:4]2[N:8]([CH:32]3[CH2:37][CH2:36][N:35]([CH2:38][CH:39]([F:40])[F:41])[CH2:34][CH2:33]3)[N:9]=[C:10]([C:11]3[CH:16]=[CH:15][C:14]([NH:17][C:18]([C:20]4[N:21]([CH3:29])[C:22]5[C:27]([CH:28]=4)=[CH:26][CH:25]=[CH:24][CH:23]=5)=[O:19])=[C:13]([O:30][CH3:31])[CH:12]=3)[C:3]=12. The catalyst class is: 13.